This data is from Reaction yield outcomes from USPTO patents with 853,638 reactions. The task is: Predict the reaction yield, written as a fraction of the theoretical maximum amount of product (1.0 means a 100% yield; for example, 0.34 means a 34% yield). The reactants are [CH2:1]([O:8][C:9](=[O:37])[CH2:10][CH:11]([NH2:36])[C:12]([NH:14][CH:15]([C:26]([O:28][CH2:29][C:30]1[CH:35]=[CH:34][CH:33]=[CH:32][CH:31]=1)=[O:27])[CH2:16][C:17]1[C:25]2[C:20](=[CH:21][CH:22]=[CH:23][CH:24]=2)[NH:19][CH:18]=1)=[O:13])[C:2]1[CH:7]=[CH:6][CH:5]=[CH:4][CH:3]=1.[P:38]([CH2:42][C:43](O)=O)([OH:41])([OH:40])=[O:39].[CH:46]1[CH:47]=[CH:48][C:49]2N(O)N=N[C:50]=2[CH:51]=1.[CH2:56]1CN([P+](ON2N=NC3C=CC=CC2=3)(N2CCCC2)N2CCCC2)C[CH2:57]1.F[P-](F)(F)(F)(F)F.[CH3:89][CH2:90]N(C(C)C)C(C)C.[C:98]([O-:101])(O)=O.[Na+].[CH3:103]N(C=O)C. The catalyst is C(OCC)(=O)C.C(OCC)(=O)C.CCCCCC. The product is [CH2:1]([O:8][C:9](=[O:37])[CH2:10][CH:11]([NH:36][C:98](=[O:101])[CH:42]([P:38]([O:41][CH2:89][CH3:90])([O:40][CH2:56][CH3:57])=[O:39])[CH2:43][CH2:103][C:50]1[CH:49]=[CH:48][CH:47]=[CH:46][CH:51]=1)[C:12]([NH:14][CH:15]([C:26]([O:28][CH2:29][C:30]1[CH:31]=[CH:32][CH:33]=[CH:34][CH:35]=1)=[O:27])[CH2:16][C:17]1[C:25]2[C:20](=[CH:21][CH:22]=[CH:23][CH:24]=2)[NH:19][CH:18]=1)=[O:13])[C:2]1[CH:7]=[CH:6][CH:5]=[CH:4][CH:3]=1. The yield is 0.710.